From a dataset of Full USPTO retrosynthesis dataset with 1.9M reactions from patents (1976-2016). Predict the reactants needed to synthesize the given product. (1) Given the product [Cl:19][C:20]1[CH:21]=[C:22]2[C:26](=[CH:27][CH:28]=1)[N:25]([C:2]1[CH:7]=[CH:6][C:5]([F:8])=[CH:4][CH:3]=1)[CH:24]=[CH:23]2, predict the reactants needed to synthesize it. The reactants are: Br[C:2]1[CH:7]=[CH:6][C:5]([F:8])=[CH:4][CH:3]=1.NCC1CCCCC1CN.[Cl:19][C:20]1[CH:21]=[C:22]2[C:26](=[CH:27][CH:28]=1)[NH:25][CH:24]=[CH:23]2.[OH-].[K+]. (2) Given the product [CH3:8][O:9][CH2:10][CH2:11][O:12][CH2:13][CH2:14][O:15][CH2:16][CH2:17][N:18]1[C:1](=[O:7])[CH:2]=[CH:3][C:4]1=[O:6], predict the reactants needed to synthesize it. The reactants are: [C:1]1(=[O:7])[O:6][C:4](=O)[CH:3]=[CH:2]1.[CH3:8][O:9][CH2:10][CH2:11][O:12][CH2:13][CH2:14][O:15][CH2:16][CH2:17][NH2:18].C(OC(=O)C)(=O)C.C([O-])(=O)C.[Na+]. (3) Given the product [Br:1][C:2]1[CH:3]=[N:4][CH:5]=[C:6]([F:8])[C:7]=1[C:18]([OH:19])([CH3:20])[CH3:17], predict the reactants needed to synthesize it. The reactants are: [Br:1][C:2]1[CH:3]=[N:4][CH:5]=[C:6]([F:8])[CH:7]=1.C(NC(C)C)(C)C.[Li].[CH3:17][C:18]([CH3:20])=[O:19]. (4) Given the product [NH2:32][C:33]1[N:38]=[CH:37][N:36]=[C:35]2[N:39]([C@@H:13]3[O:16][C@H:17]([CH2:11][O:10][CH2:9][C:3]4[CH:4]=[CH:5][C:6]([Cl:8])=[CH:7][C:2]=4[Cl:1])[C@@H:18]([O:19][CH2:20][C:21]4[CH:26]=[CH:25][C:24]([Cl:27])=[CH:23][C:22]=4[Cl:28])[C@@:12]3([CH3:30])[OH:29])[N:40]=[CH:41][C:34]=12, predict the reactants needed to synthesize it. The reactants are: [Cl:1][C:2]1[CH:7]=[C:6]([Cl:8])[CH:5]=[CH:4][C:3]=1[CH2:9][O:10][C@@H:11]1[C@@H:17]([CH2:18][O:19][CH2:20][C:21]2[CH:26]=[CH:25][C:24]([Cl:27])=[CH:23][C:22]=2[Cl:28])[O:16][C@H:13](OC)[C@:12]1([CH3:30])[OH:29].Br.[NH2:32][C:33]1[N:38]=[CH:37][N:36]=[C:35]2[NH:39][N:40]=[CH:41][C:34]=12.[H-].[Na+].